Dataset: Reaction yield outcomes from USPTO patents with 853,638 reactions. Task: Predict the reaction yield, written as a fraction of the theoretical maximum amount of product (1.0 means a 100% yield; for example, 0.34 means a 34% yield). The reactants are [F:1][C:2]1[CH:3]=[C:4]2[N:10]=[CH:9][N:8]([CH2:11][C:12]3[CH:22]=[CH:21][C:15]4[N:16]=[C:17]([S:19][CH3:20])[O:18][C:14]=4[CH:13]=3)[C:5]2=[N:6][CH:7]=1.ClC1C=CC=C(C(OO)=[O:31])C=1. The catalyst is C(Cl)Cl. The product is [F:1][C:2]1[CH:3]=[C:4]2[N:10]=[CH:9][N:8]([CH2:11][C:12]3[CH:22]=[CH:21][C:15]4[N:16]=[C:17]([S:19]([CH3:20])=[O:31])[O:18][C:14]=4[CH:13]=3)[C:5]2=[N:6][CH:7]=1. The yield is 0.820.